This data is from Forward reaction prediction with 1.9M reactions from USPTO patents (1976-2016). The task is: Predict the product of the given reaction. (1) The product is: [Cl:1][C:2]1[CH:7]=[CH:6][C:5]([Cl:8])=[CH:4][C:3]=1[NH:10][C:11]1[CH:12]=[C:13]2[C:18]3=[C:19]([CH2:21][CH2:22][CH2:23][N:17]3[CH2:16][C@@H:15]3[CH2:24][NH:25][CH2:26][C@H:14]23)[CH:20]=1. Given the reactants [Cl:1][C:2]1[CH:7]=[CH:6][C:5]([Cl:8])=[CH:4][C:3]=1Br.[NH2:10][C:11]1[CH:12]=[C:13]2[C:18]3=[C:19]([CH2:21][CH2:22][CH2:23][N:17]3[CH2:16][C@@H:15]3[CH2:24][N:25](C(OC(C)(C)C)=O)[CH2:26][C@H:14]23)[CH:20]=1, predict the reaction product. (2) The product is: [NH:13]1[CH2:14][CH2:15][N:16]=[C:12]1[CH:7]1[C:8]2[CH:9]=[CH:10][CH:11]=[C:2]([C:17]#[N:18])[C:3]=2[CH2:4][CH2:5][O:6]1. Given the reactants Cl[C:2]1[CH:11]=[CH:10][CH:9]=[C:8]2[C:3]=1[CH2:4][CH2:5][O:6][CH:7]2[C:12]1[NH:13][CH2:14][CH2:15][N:16]=1.[C:17]([Zn]C#N)#[N:18], predict the reaction product. (3) Given the reactants Cl[C:2]1[N:7]=[C:6]([S:8]([CH3:11])(=[O:10])=[O:9])[N:5]=[C:4]([N:12]2[CH2:17][CH2:16][O:15][CH2:14][CH2:13]2)[CH:3]=1.[F:18][C:19]1[CH:27]=[C:26]2[C:22]([CH:23]=[CH:24][NH:25]2)=[C:21](B2OC(C)(C)C(C)(C)O2)[CH:20]=1.[O-]P([O-])([O-])=O.[K+].[K+].[K+], predict the reaction product. The product is: [F:18][C:19]1[CH:27]=[C:26]2[C:22]([CH:23]=[CH:24][NH:25]2)=[C:21]([C:2]2[CH:3]=[C:4]([N:12]3[CH2:17][CH2:16][O:15][CH2:14][CH2:13]3)[N:5]=[C:6]([S:8]([CH3:11])(=[O:10])=[O:9])[N:7]=2)[CH:20]=1.